Dataset: Catalyst prediction with 721,799 reactions and 888 catalyst types from USPTO. Task: Predict which catalyst facilitates the given reaction. (1) Reactant: [NH2:1][C:2]1[C:6]([Br:7])=[CH:5][N:4]([CH3:8])[N:3]=1.Cl[C:10]([O:12][CH2:13][C:14]([Cl:17])([Cl:16])[Cl:15])=[O:11]. Product: [Br:7][C:6]1[C:2]([N:1]([C:10]([O:12][CH2:13][C:14]([Cl:17])([Cl:16])[Cl:15])=[O:11])[C:10]([O:12][CH2:13][C:14]([Cl:17])([Cl:16])[Cl:15])=[O:11])=[N:3][N:4]([CH3:8])[CH:5]=1. The catalyst class is: 79. (2) Product: [CH3:15][N:14]([CH2:16][CH:17]1[CH2:26][CH2:25][C:24]2[C:19](=[CH:20][CH:21]=[C:22]([O:27][CH2:35][C:34]3[CH:37]=[CH:38][C:31]([N+:28]([O-:30])=[O:29])=[CH:32][CH:33]=3)[CH:23]=2)[CH2:18]1)[CH3:13]. Reactant: N(C(OCC)=O)=NC(OCC)=O.[CH3:13][N:14]([CH2:16][CH:17]1[CH2:26][CH2:25][C:24]2[C:19](=[CH:20][CH:21]=[C:22]([OH:27])[CH:23]=2)[CH2:18]1)[CH3:15].[N+:28]([C:31]1[CH:38]=[CH:37][C:34]([CH2:35]O)=[CH:33][CH:32]=1)([O-:30])=[O:29].C1(P(C2C=CC=CC=2)C2C=CC=CC=2)C=CC=CC=1. The catalyst class is: 1. (3) Reactant: [CH3:1][C:2]([CH3:14])([CH3:13])[C:3]([NH:5][CH2:6][CH2:7][C:8]1[S:9][CH:10]=[CH:11][CH:12]=1)=[O:4].[H-].[Na+].I[CH3:18]. Product: [CH3:18][N:5]([CH2:6][CH2:7][C:8]1[S:9][CH:10]=[CH:11][CH:12]=1)[C:3](=[O:4])[C:2]([CH3:14])([CH3:13])[CH3:1]. The catalyst class is: 18. (4) Reactant: Cl[CH2:2][C:3]1[S:7][C:6]([C:8]2[NH:9][C:10]3[C:15]([CH:16]=2)=[C:14]([CH3:17])[CH:13]=[CH:12][C:11]=3[N:18]([CH3:27])[S:19]([C:22]2[S:23][CH:24]=[CH:25][CH:26]=2)(=[O:21])=[O:20])=[N:5][CH:4]=1.[NH:28]1[CH2:32][CH2:31][CH:30]([OH:33])[CH2:29]1.C(=O)([O-])[O-].[K+].[K+].O. Product: [OH:33][CH:30]1[CH2:31][CH2:32][N:28]([CH2:2][C:3]2[S:7][C:6]([C:8]3[NH:9][C:10]4[C:15]([CH:16]=3)=[C:14]([CH3:17])[CH:13]=[CH:12][C:11]=4[N:18]([CH3:27])[S:19]([C:22]3[S:23][CH:24]=[CH:25][CH:26]=3)(=[O:21])=[O:20])=[N:5][CH:4]=2)[CH2:29]1. The catalyst class is: 9. (5) Reactant: C[Si]([N-][Si](C)(C)C)(C)C.[Na+].[Cl:11][C:12]1[N:17]=[C:16]([Cl:18])[CH:15]=[C:14](Cl)[N:13]=1.[NH2:20][C:21]1[CH:26]=[CH:25][CH:24]=[CH:23][N:22]=1. Product: [Cl:11][C:12]1[N:13]=[C:14]([NH:20][C:21]2[CH:26]=[CH:25][CH:24]=[CH:23][N:22]=2)[CH:15]=[C:16]([Cl:18])[N:17]=1. The catalyst class is: 1. (6) Reactant: [CH3:1][O:2][C:3](=[O:11])[CH2:4][O:5][CH2:6]/[CH:7]=[CH:8]\[CH2:9][OH:10].[Cr](Cl)([O-])(=O)=O.[NH+]1C=CC=CC=1. Product: [CH3:1][O:2][C:3](=[O:11])[CH2:4][O:5][CH2:6]/[CH:7]=[CH:8]/[CH:9]=[O:10]. The catalyst class is: 48. (7) Reactant: [CH2:1]([NH:3][C:4]1[C:9]([CH2:10][C:11]2[CH:16]=[C:15]([O:17][CH3:18])[C:14]([O:19][CH3:20])=[CH:13][C:12]=2[CH:21]([CH3:23])[CH3:22])=[CH:8][N:7]=[C:6](SC)[N:5]=1)[CH3:2].O.[CH2:27]1COCC1.O[O:33][S:34]([O-:36])=O.[K+]. Product: [CH2:1]([NH:3][C:4]1[C:9]([CH2:10][C:11]2[CH:16]=[C:15]([O:17][CH3:18])[C:14]([O:19][CH3:20])=[CH:13][C:12]=2[CH:21]([CH3:22])[CH3:23])=[CH:8][N:7]=[C:6]([S:34]([CH3:27])(=[O:36])=[O:33])[N:5]=1)[CH3:2]. The catalyst class is: 6. (8) Reactant: [CH3:1][N:2]([CH3:23])[CH2:3][CH2:4][C:5]1[CH:22]=[CH:21][C:8]2[N:9](COC)[C:10](=[O:17])[C:11]3[CH2:12][CH2:13][CH2:14][NH:15][C:16]=3[C:7]=2[CH:6]=1.[ClH:24]. Product: [ClH:24].[ClH:24].[CH3:23][N:2]([CH3:1])[CH2:3][CH2:4][C:5]1[CH:22]=[CH:21][C:8]2[NH:9][C:10](=[O:17])[C:11]3[CH2:12][CH2:13][CH2:14][NH:15][C:16]=3[C:7]=2[CH:6]=1. The catalyst class is: 8. (9) Reactant: [Cl:1][C:2]1[CH:7]=[CH:6][C:5]([CH2:8][CH2:9][C@:10]2([CH2:27][N:28]3[CH:32]=[CH:31][N:30]=[CH:29]3)[O:14][C@H:13]([CH2:15]OS(C3C=CC(C)=CC=3)(=O)=O)[CH2:12][O:11]2)=[CH:4][CH:3]=1.[N-:33]=[N+:34]=[N-:35].[Na+]. Product: [N:33]([CH2:15][C@@H:13]1[CH2:12][O:11][C@:10]([CH2:27][N:28]2[CH:32]=[CH:31][N:30]=[CH:29]2)([CH2:9][CH2:8][C:5]2[CH:6]=[CH:7][C:2]([Cl:1])=[CH:3][CH:4]=2)[O:14]1)=[N+:34]=[N-:35]. The catalyst class is: 35.